From a dataset of Peptide-MHC class I binding affinity with 185,985 pairs from IEDB/IMGT. Regression. Given a peptide amino acid sequence and an MHC pseudo amino acid sequence, predict their binding affinity value. This is MHC class I binding data. (1) The peptide sequence is YLRQRQAAL. The MHC is HLA-A11:01 with pseudo-sequence HLA-A11:01. The binding affinity (normalized) is 0.0847. (2) The binding affinity (normalized) is 0.0847. The peptide sequence is KSVGVERTM. The MHC is HLA-A02:16 with pseudo-sequence HLA-A02:16. (3) The peptide sequence is TSPIVPSF. The MHC is Mamu-A02 with pseudo-sequence Mamu-A02. The binding affinity (normalized) is 0.435. (4) The peptide sequence is IVDCLTEMY. The MHC is HLA-A02:01 with pseudo-sequence HLA-A02:01. The binding affinity (normalized) is 0.0847.